This data is from Human Reference Interactome with 51,813 positive PPI pairs across 8,248 proteins, plus equal number of experimentally-validated negative pairs. The task is: Binary Classification. Given two protein amino acid sequences, predict whether they physically interact or not. Protein 1 (ENSG00000162377) has sequence MAGMVDFQDEEQVKSFLENMEVECNYHCYHEKDPDGCYRLVDYLEGIRKNFDEAAKVLKFNCEENQHSDSCYKLGAYYVTGKGGLTQDLKAAARCFLMACEKPGKKSIAACHNVGLLAHDGQVNEDGQPDLGKARDYYTRACDGGYTSSCFNLSAMFLQGAPGFPKDMDLACKYSMKACDLGHIWACANASRMYKLGDGVDKDEAKAEVLKNRAQQLHKEQQKGVQPLTFG*. Protein 2 (ENSG00000072121) has sequence MNHPFGKEEAASQKQLFGFFCECLRRGEWELAQACVPQLQEGQGDIPKRVEDILQALVVCPNLLRCGQDINPQRVAWVWLLVLEKWLAREKKLLPVVFRRKLEFLLLSEDLQGDIPENILEELYETLTQGAVGHVPDGNPRRESWTPRLSSEAVSVLWDLLRQSPQPAQALLELLLEEDDGTGLCHWPLQNALVDLIRKALRALQGPDSVPPGVVDAIYGALRTLRCPAEPLGVELHLLCEELLEACRTEGSPLREERLLSCLLHKASRGLLSLYGHTYAEKVTEKPPRATASGKVSPDH.... Result: 0 (the proteins do not interact).